This data is from Full USPTO retrosynthesis dataset with 1.9M reactions from patents (1976-2016). The task is: Predict the reactants needed to synthesize the given product. (1) Given the product [C:1]([O:5][C:6]([N:8]1[CH2:13][CH2:12][CH2:11][C:10](=[O:14])[CH2:9]1)=[O:7])([CH3:4])([CH3:2])[CH3:3], predict the reactants needed to synthesize it. The reactants are: [C:1]([O:5][C:6]([N:8]1[CH2:13][CH2:12][CH2:11][CH:10]([OH:14])[CH2:9]1)=[O:7])([CH3:4])([CH3:3])[CH3:2].[Na+].[Br-].C([O-])(O)=O.[Na+].[O-]Cl.[Na+]. (2) Given the product [C:9]([O:13][C:14](=[O:15])[NH:16][CH:17]1[CH2:22][CH2:21][CH2:20][CH:19]([C:23](=[O:25])[NH2:27])[CH2:18]1)([CH3:12])([CH3:11])[CH3:10], predict the reactants needed to synthesize it. The reactants are: C(OC(Cl)=O)C(C)C.[C:9]([O:13][C:14]([NH:16][CH:17]1[CH2:22][CH2:21][CH2:20][CH:19]([C:23]([OH:25])=O)[CH2:18]1)=[O:15])([CH3:12])([CH3:11])[CH3:10].C[N:27]1CCOCC1.N. (3) Given the product [CH3:7][C:8]1[N:9]=[CH:10][C:11]([CH2:12][OH:13])=[CH:16][CH:17]=1, predict the reactants needed to synthesize it. The reactants are: [H-].[Al+3].[Li+].[H-].[H-].[H-].[CH3:7][C:8]1[CH:17]=[CH:16][C:11]([C:12](OC)=[O:13])=[CH:10][N:9]=1.CCOC(C)=O.O.